Dataset: NCI-60 drug combinations with 297,098 pairs across 59 cell lines. Task: Regression. Given two drug SMILES strings and cell line genomic features, predict the synergy score measuring deviation from expected non-interaction effect. Drug 1: CC1=C2C(C(=O)C3(C(CC4C(C3C(C(C2(C)C)(CC1OC(=O)C(C(C5=CC=CC=C5)NC(=O)C6=CC=CC=C6)O)O)OC(=O)C7=CC=CC=C7)(CO4)OC(=O)C)O)C)OC(=O)C. Drug 2: CC1=C(N=C(N=C1N)C(CC(=O)N)NCC(C(=O)N)N)C(=O)NC(C(C2=CN=CN2)OC3C(C(C(C(O3)CO)O)O)OC4C(C(C(C(O4)CO)O)OC(=O)N)O)C(=O)NC(C)C(C(C)C(=O)NC(C(C)O)C(=O)NCCC5=NC(=CS5)C6=NC(=CS6)C(=O)NCCC[S+](C)C)O. Cell line: UACC62. Synergy scores: CSS=27.3, Synergy_ZIP=-4.23, Synergy_Bliss=1.70, Synergy_Loewe=2.79, Synergy_HSA=4.34.